From a dataset of NCI-60 drug combinations with 297,098 pairs across 59 cell lines. Regression. Given two drug SMILES strings and cell line genomic features, predict the synergy score measuring deviation from expected non-interaction effect. (1) Drug 1: C1=NNC2=C1C(=O)NC=N2. Drug 2: CN(C(=O)NC(C=O)C(C(C(CO)O)O)O)N=O. Cell line: HOP-62. Synergy scores: CSS=-7.61, Synergy_ZIP=2.56, Synergy_Bliss=-0.0924, Synergy_Loewe=-11.2, Synergy_HSA=-9.92. (2) Drug 1: C1=NNC2=C1C(=O)NC=N2. Drug 2: CC1CCCC2(C(O2)CC(NC(=O)CC(C(C(=O)C(C1O)C)(C)C)O)C(=CC3=CSC(=N3)C)C)C. Cell line: MOLT-4. Synergy scores: CSS=48.4, Synergy_ZIP=4.20, Synergy_Bliss=4.18, Synergy_Loewe=-44.2, Synergy_HSA=-3.36. (3) Drug 1: C1=CC(=CC=C1CC(C(=O)O)N)N(CCCl)CCCl.Cl. Drug 2: C1=CC=C(C=C1)NC(=O)CCCCCCC(=O)NO. Cell line: SW-620. Synergy scores: CSS=18.8, Synergy_ZIP=-7.93, Synergy_Bliss=-4.11, Synergy_Loewe=-8.51, Synergy_HSA=-5.40. (4) Drug 1: C1=C(C(=O)NC(=O)N1)N(CCCl)CCCl. Drug 2: B(C(CC(C)C)NC(=O)C(CC1=CC=CC=C1)NC(=O)C2=NC=CN=C2)(O)O. Cell line: CAKI-1. Synergy scores: CSS=41.3, Synergy_ZIP=-3.10, Synergy_Bliss=-4.45, Synergy_Loewe=-2.07, Synergy_HSA=-2.44.